Dataset: Reaction yield outcomes from USPTO patents with 853,638 reactions. Task: Predict the reaction yield, written as a fraction of the theoretical maximum amount of product (1.0 means a 100% yield; for example, 0.34 means a 34% yield). (1) The reactants are C[O-].[Na+].[F:4][C:5]1[CH:10]=[CH:9][C:8]([C:11]2[O:12][C:13]3[CH:23]=[CH:22][C:21]([C:24]4[CH:25]=[C:26]([CH:31]=[CH:32][CH:33]=4)[C:27](OC)=[O:28])=[CH:20][C:14]=3[C:15]=2[C:16](=[O:19])[NH:17][CH3:18])=[CH:7][CH:6]=1.O/[N:35]=[C:36](\[NH2:43])/[C:37]1[CH:42]=[CH:41][CH:40]=[CH:39][CH:38]=1. The catalyst is CCO. The product is [F:4][C:5]1[CH:6]=[CH:7][C:8]([C:11]2[O:12][C:13]3[CH:23]=[CH:22][C:21]([C:24]4[CH:33]=[CH:32][CH:31]=[C:26]([C:27]5[O:28][N:43]=[C:36]([C:37]6[CH:42]=[CH:41][CH:40]=[CH:39][CH:38]=6)[N:35]=5)[CH:25]=4)=[CH:20][C:14]=3[C:15]=2[C:16]([NH:17][CH3:18])=[O:19])=[CH:9][CH:10]=1. The yield is 0.140. (2) The reactants are Cl[C:2]1[CH:3]=[CH:4][N:5]2[C:10]([C:11]=1[CH3:12])=[C:9]([CH:13]1[CH2:15][CH2:14]1)[CH:8]=[C:7]([C:16]([O:18][CH3:19])=[O:17])[C:6]2=[O:20].[C:21]([O:25][C:26]([NH:28][CH2:29][C:30]1[CH:35]=[CH:34][C:33](B(O)O)=[CH:32][CH:31]=1)=[O:27])([CH3:24])([CH3:23])[CH3:22]. No catalyst specified. The product is [C:21]([O:25][C:26]([NH:28][CH2:29][C:30]1[CH:35]=[CH:34][C:33]([C:2]2[CH:3]=[CH:4][N:5]3[C:10]([C:11]=2[CH3:12])=[C:9]([CH:13]2[CH2:15][CH2:14]2)[CH:8]=[C:7]([C:16]([O:18][CH3:19])=[O:17])[C:6]3=[O:20])=[CH:32][CH:31]=1)=[O:27])([CH3:24])([CH3:22])[CH3:23]. The yield is 1.00.